This data is from Catalyst prediction with 721,799 reactions and 888 catalyst types from USPTO. The task is: Predict which catalyst facilitates the given reaction. (1) Reactant: Cl.[C:2]([C:6]1[CH:11]=[CH:10][C:9]([S:12]([NH:15][C:16]2[C:21]([O:22][C:23]3[CH:28]=[CH:27][CH:26]=[CH:25][C:24]=3[O:29][CH3:30])=[C:20]([O:31][CH2:32][CH:33](OCC)[O:34]CC)[N:19]=[C:18]([C:40]3[N:45]=[CH:44][CH:43]=[CH:42][N:41]=3)[N:17]=2)(=[O:14])=[O:13])=[CH:8][CH:7]=1)([CH3:5])([CH3:4])[CH3:3]. Product: [C:2]([C:6]1[CH:11]=[CH:10][C:9]([S:12]([NH:15][C:16]2[C:21]([O:22][C:23]3[CH:28]=[CH:27][CH:26]=[CH:25][C:24]=3[O:29][CH3:30])=[C:20]([O:31][CH2:32][CH:33]=[O:34])[N:19]=[C:18]([C:40]3[N:45]=[CH:44][CH:43]=[CH:42][N:41]=3)[N:17]=2)(=[O:13])=[O:14])=[CH:8][CH:7]=1)([CH3:5])([CH3:3])[CH3:4]. The catalyst class is: 6. (2) Reactant: [O:1]1[CH:5]=[CH:4][CH:3]=[C:2]1[C:6]1[N:11]=[C:10]2[NH:12][N:13]=[C:14]([NH2:15])[C:9]2=[CH:8][C:7]=1[C:16]1[CH:21]=[CH:20][N:19]=[CH:18][N:17]=1.[C:22](OC(=O)C)(=[O:24])[CH3:23].O. Product: [O:1]1[CH:5]=[CH:4][CH:3]=[C:2]1[C:6]1[N:11]=[C:10]2[NH:12][N:13]=[C:14]([NH:15][C:22](=[O:24])[CH3:23])[C:9]2=[CH:8][C:7]=1[C:16]1[CH:21]=[CH:20][N:19]=[CH:18][N:17]=1. The catalyst class is: 17. (3) Reactant: [F:1][CH:2]([F:35])[O:3][C:4]1[CH:33]=[CH:32][C:7]([CH2:8][NH:9][C:10]([C@H:12]2[CH2:17][NH:16][CH2:15][CH2:14][N:13]2[S:18]([C:21]2[CH:26]=[CH:25][C:24]([O:27][C:28]([F:31])([F:30])[F:29])=[CH:23][CH:22]=2)(=[O:20])=[O:19])=[O:11])=[CH:6][C:5]=1[F:34].C(N(CC)C(C)C)(C)C.Cl[C:46]1[S:47][C:48]2[C:53]([Cl:54])=[N:52][C:51]([C:55]([F:58])([F:57])[F:56])=[N:50][C:49]=2[N:59]=1. Product: [F:35][CH:2]([F:1])[O:3][C:4]1[CH:33]=[CH:32][C:7]([CH2:8][NH:9][C:10]([C@H:12]2[CH2:17][N:16]([C:46]3[S:47][C:48]4[C:53]([Cl:54])=[N:52][C:51]([C:55]([F:58])([F:57])[F:56])=[N:50][C:49]=4[N:59]=3)[CH2:15][CH2:14][N:13]2[S:18]([C:21]2[CH:22]=[CH:23][C:24]([O:27][C:28]([F:29])([F:31])[F:30])=[CH:25][CH:26]=2)(=[O:20])=[O:19])=[O:11])=[CH:6][C:5]=1[F:34]. The catalyst class is: 22.